Dataset: Reaction yield outcomes from USPTO patents with 853,638 reactions. Task: Predict the reaction yield, written as a fraction of the theoretical maximum amount of product (1.0 means a 100% yield; for example, 0.34 means a 34% yield). (1) The product is [N:10]1([C:7]2[N:8]=[CH:9][C:4]([NH2:1])=[CH:5][CH:6]=2)[CH2:14][CH2:13][CH2:12][CH2:11]1. The catalyst is C1COCC1.[Ni]. The reactants are [N+:1]([C:4]1[CH:5]=[CH:6][C:7]([N:10]2[CH2:14][CH2:13][CH2:12][CH2:11]2)=[N:8][CH:9]=1)([O-])=O.CN(C=O)C.O. The yield is 0.970. (2) The reactants are [F:1][C:2]([F:52])([F:51])[C:3]1[CH:4]=[C:5]([CH:48]=[CH:49][CH:50]=1)[CH2:6][NH:7][C:8]([C:10]1[CH:15]=[CH:14][N:13]=[C:12]([C:16]2[CH:21]=[C:20]([O:22][CH2:23][C:24]([F:27])([F:26])[F:25])[CH:19]=[CH:18][C:17]=2[NH:28][C:29]([C:31]2[CH:32]=[C:33]([CH:45]=[CH:46][CH:47]=2)[CH2:34][S:35][CH2:36][CH2:37][C:38]([O:40]C(C)(C)C)=[O:39])=[O:30])[CH:11]=1)=[O:9].FC(F)(F)C(O)=O. The catalyst is ClCCl. The product is [F:52][C:2]([F:1])([F:51])[C:3]1[CH:4]=[C:5]([CH:48]=[CH:49][CH:50]=1)[CH2:6][NH:7][C:8]([C:10]1[CH:15]=[CH:14][N:13]=[C:12]([C:16]2[CH:21]=[C:20]([O:22][CH2:23][C:24]([F:26])([F:25])[F:27])[CH:19]=[CH:18][C:17]=2[NH:28][C:29]([C:31]2[CH:32]=[C:33]([CH:45]=[CH:46][CH:47]=2)[CH2:34][S:35][CH2:36][CH2:37][C:38]([OH:40])=[O:39])=[O:30])[CH:11]=1)=[O:9]. The yield is 0.370.